Predict which catalyst facilitates the given reaction. From a dataset of Catalyst prediction with 721,799 reactions and 888 catalyst types from USPTO. Reactant: [C:1]([C:9]1[C:10](=[O:19])[N:11]([CH3:18])[C:12](=[O:17])[N:13]([CH3:16])[C:14]=1[CH3:15])(=[O:8])[C:2]1[CH:7]=[CH:6][CH:5]=[CH:4][CH:3]=1.[Br:20]Br. Product: [C:1]([C:9]1[C:10](=[O:19])[N:11]([CH3:18])[C:12](=[O:17])[N:13]([CH3:16])[C:14]=1[CH2:15][Br:20])(=[O:8])[C:2]1[CH:7]=[CH:6][CH:5]=[CH:4][CH:3]=1. The catalyst class is: 22.